Dataset: NCI-60 drug combinations with 297,098 pairs across 59 cell lines. Task: Regression. Given two drug SMILES strings and cell line genomic features, predict the synergy score measuring deviation from expected non-interaction effect. Drug 1: CS(=O)(=O)CCNCC1=CC=C(O1)C2=CC3=C(C=C2)N=CN=C3NC4=CC(=C(C=C4)OCC5=CC(=CC=C5)F)Cl. Drug 2: C1=NNC2=C1C(=O)NC=N2. Cell line: HL-60(TB). Synergy scores: CSS=16.0, Synergy_ZIP=-6.50, Synergy_Bliss=-0.823, Synergy_Loewe=5.04, Synergy_HSA=0.456.